Dataset: Catalyst prediction with 721,799 reactions and 888 catalyst types from USPTO. Task: Predict which catalyst facilitates the given reaction. Reactant: Cl[C:2]1[S:3][C:4]2[CH:10]=[CH:9][CH:8]=[CH:7][C:5]=2[N:6]=1.Cl.[NH2:12][C@H:13]1[CH2:17][CH2:16][CH2:15][C@@H:14]1[NH:18][C:19](=[O:30])[C:20]1[C:25]([O:26][CH3:27])=[CH:24][CH:23]=[CH:22][C:21]=1[O:28][CH3:29].CCN(C(C)C)C(C)C. Product: [S:3]1[C:4]2[CH:10]=[CH:9][CH:8]=[CH:7][C:5]=2[N:6]=[C:2]1[NH:12][C@H:13]1[CH2:17][CH2:16][CH2:15][C@@H:14]1[NH:18][C:19](=[O:30])[C:20]1[C:25]([O:26][CH3:27])=[CH:24][CH:23]=[CH:22][C:21]=1[O:28][CH3:29]. The catalyst class is: 16.